This data is from Forward reaction prediction with 1.9M reactions from USPTO patents (1976-2016). The task is: Predict the product of the given reaction. (1) Given the reactants [F:1][C:2]1[CH:7]=[CH:6][C:5]([C:8]2[O:9][C:10]3[CH:20]=[C:19]([N:21]([CH3:26])[S:22]([CH3:25])(=[O:24])=[O:23])[C:18]([C@H:27]4[CH2:32][CH2:31][CH2:30][NH:29][CH2:28]4)=[CH:17][C:11]=3[C:12]=2[C:13]([NH:15][CH3:16])=[O:14])=[CH:4][CH:3]=1.[CH2:33]([N:35]1[C:43]2[C:38](=[C:39]([F:44])[CH:40]=[CH:41][CH:42]=2)[CH:37]=[C:36]1[C:45](O)=[O:46])[CH3:34].C(N(CC)C(C)C)(C)C.CN(C)CCCN=C=NCC, predict the reaction product. The product is: [CH2:33]([N:35]1[C:43]2[C:38](=[C:39]([F:44])[CH:40]=[CH:41][CH:42]=2)[CH:37]=[C:36]1[C:45]([N:29]1[CH2:30][CH2:31][CH2:32][C@H:27]([C:18]2[C:19]([N:21]([CH3:26])[S:22]([CH3:25])(=[O:24])=[O:23])=[CH:20][C:10]3[O:9][C:8]([C:5]4[CH:6]=[CH:7][C:2]([F:1])=[CH:3][CH:4]=4)=[C:12]([C:13]([NH:15][CH3:16])=[O:14])[C:11]=3[CH:17]=2)[CH2:28]1)=[O:46])[CH3:34]. (2) Given the reactants C(OC([N:8]1[CH2:13][CH2:12][N:11]([C:14](=[O:16])[CH3:15])[CH2:10][C@@H:9]1[C:17](=[O:29])[NH:18][CH2:19][C:20]1[CH:25]=[CH:24][C:23]([CH:26]([CH3:28])[CH3:27])=[CH:22][CH:21]=1)=O)(C)(C)C.Cl.O1CCOCC1, predict the reaction product. The product is: [CH:26]([C:23]1[CH:22]=[CH:21][C:20]([CH2:19][NH:18][C:17]([C@H:9]2[CH2:10][N:11]([C:14](=[O:16])[CH3:15])[CH2:12][CH2:13][NH:8]2)=[O:29])=[CH:25][CH:24]=1)([CH3:28])[CH3:27]. (3) Given the reactants [NH2:1][C:2]1[N:11]=[C:10](O)[C:9]2[C:4](=[N:5][CH:6]=[C:7]([C:13]3[CH:18]=[CH:17][C:16]([O:19][CH:20]([CH3:22])[CH3:21])=[C:15]([O:23][CH3:24])[CH:14]=3)[N:8]=2)[N:3]=1.[CH3:25][C:26]1[CH:31]=[CH:30][C:29]([N:32]2[CH2:37][CH2:36][NH:35][CH2:34][CH2:33]2)=[CH:28][CH:27]=1.O.C1(C)C=CC(S(O)(=O)=O)=CC=1.S([O-])([O-])(=O)=O.[NH4+].[NH4+].C[Si](C)(C)N[Si](C)(C)C, predict the reaction product. The product is: [NH2:1][C:2]1[N:11]=[C:10]([N:35]2[CH2:36][CH2:37][N:32]([C:29]3[CH:30]=[CH:31][C:26]([CH3:25])=[CH:27][CH:28]=3)[CH2:33][CH2:34]2)[C:9]2[C:4](=[N:5][CH:6]=[C:7]([C:13]3[CH:18]=[CH:17][C:16]([O:19][CH:20]([CH3:22])[CH3:21])=[C:15]([O:23][CH3:24])[CH:14]=3)[N:8]=2)[N:3]=1. (4) The product is: [CH3:1][O:2][C:3]1[C:8]([CH3:9])=[CH:7][C:6]2[C@@:10]3([CH2:20][O:21][C:5]=2[CH:4]=1)[C:18]1[C:13](=[CH:14][CH:15]=[CH:16][CH:17]=1)[NH:12][C:11]3=[O:19]. Given the reactants [CH3:1][O:2][C:3]1[C:8]([CH3:9])=[CH:7][C:6]2[C:10]3([CH2:20][O:21][C:5]=2[CH:4]=1)[C:18]1[C:13](=[CH:14][CH:15]=[CH:16][CH:17]=1)[NH:12][C:11]3=[O:19].C(#N)C, predict the reaction product. (5) Given the reactants [F:1][C:2]1[C:3]([N:14]2[CH2:19][CH2:18][O:17][CH2:16][CH2:15]2)=[N:4][C:5]([NH:10][CH:11]([CH3:13])[CH3:12])=[C:6]([CH:9]=1)[C:7]#N.[OH-:20].[K+].C([OH:25])CC, predict the reaction product. The product is: [F:1][C:2]1[C:3]([N:14]2[CH2:19][CH2:18][O:17][CH2:16][CH2:15]2)=[N:4][C:5]([NH:10][CH:11]([CH3:13])[CH3:12])=[C:6]([CH:9]=1)[C:7]([OH:25])=[O:20]. (6) Given the reactants [Cl:1][CH2:2][C:3]1[CH:8]=[CH:7][C:6]([C:9]2[C:13](C(O)=O)=[CH:12][O:11][N:10]=2)=[CH:5][CH:4]=1.[Cl:17][C:18]1[CH:23]=[CH:22][CH:21]=[CH:20][C:19]=1[CH:24]([OH:26])[CH3:25].C1(P(N=[N+]=[N-])(C2C=CC=CC=2)=[O:34])C=CC=CC=1.C([N:46]([CH2:49]C)CC)C, predict the reaction product. The product is: [Cl:1][CH2:2][C:3]1[CH:4]=[CH:5][C:6]([C:9]2[C:13]([NH:46][C:49](=[O:34])[O:26][CH:24]([C:19]3[CH:20]=[CH:21][CH:22]=[CH:23][C:18]=3[Cl:17])[CH3:25])=[CH:12][O:11][N:10]=2)=[CH:7][CH:8]=1.